This data is from Forward reaction prediction with 1.9M reactions from USPTO patents (1976-2016). The task is: Predict the product of the given reaction. (1) Given the reactants [CH3:1][C:2]1[CH:36]=[C:5]2[N:6]=[CH:7][C:8]3[CH:13]=[C:12]([C:14]4[CH:19]=[CH:18][CH:17]=[CH:16][CH:15]=4)[C:11]([C:20]4[CH:35]=[CH:34][C:23]([CH2:24][N:25]5[CH2:30][CH2:29][CH:28]([C:31](O)=[O:32])[CH2:27][CH2:26]5)=[CH:22][CH:21]=4)=[N:10][C:9]=3[N:4]2[N:3]=1.[CH:37]1[CH:38]=[CH:39][C:40]2N(O)N=[N:43][C:41]=2[CH:42]=1.C(Cl)CCl.C(N(C(C)C)CC)(C)C.NC1C=CC=CC=1, predict the reaction product. The product is: [CH3:1][C:2]1[CH:36]=[C:5]2[N:6]=[CH:7][C:8]3[CH:13]=[C:12]([C:14]4[CH:15]=[CH:16][CH:17]=[CH:18][CH:19]=4)[C:11]([C:20]4[CH:35]=[CH:34][C:23]([CH2:24][N:25]5[CH2:26][CH2:27][CH:28]([C:31](=[O:32])[NH:43][C:41]6[CH:42]=[CH:37][CH:38]=[CH:39][CH:40]=6)[CH2:29][CH2:30]5)=[CH:22][CH:21]=4)=[N:10][C:9]=3[N:4]2[N:3]=1. (2) Given the reactants [C:1]([C:4]1[CH:8]=[C:7]([CH3:9])[N:6]([C:10]2[CH:15]=[CH:14][C:13]([O:16][CH2:17][CH3:18])=[CH:12][CH:11]=2)[C:5]=1[CH3:19])(=[O:3])[CH3:2].Cl[C:21](=[O:29])[CH2:22][CH2:23][CH2:24][C:25]([O:27][CH3:28])=[O:26], predict the reaction product. The product is: [CH3:28][O:27][C:25](=[O:26])[CH2:24][CH2:23][CH2:22][C:21]([C:8]1[C:4]([C:1](=[O:3])[CH3:2])=[C:5]([CH3:19])[N:6]([C:10]2[CH:11]=[CH:12][C:13]([O:16][CH2:17][CH3:18])=[CH:14][CH:15]=2)[C:7]=1[CH3:9])=[O:29]. (3) Given the reactants [NH2:1][C:2]1[C:3]([OH:12])=[C:4]([CH:9]=[CH:10][CH:11]=1)[C:5]([O:7][CH3:8])=[O:6].N1C=CC=CC=1.[N:19]1[CH:24]=[CH:23][C:22]([C:25]2[CH:26]=[C:27]([CH:31]=[CH:32][CH:33]=2)[C:28](Cl)=[O:29])=[CH:21][CH:20]=1, predict the reaction product. The product is: [OH:12][C:3]1[C:2]([NH:1][C:28](=[O:29])[C:27]2[CH:31]=[CH:32][CH:33]=[C:25]([C:22]3[CH:21]=[CH:20][N:19]=[CH:24][CH:23]=3)[CH:26]=2)=[CH:11][CH:10]=[CH:9][C:4]=1[C:5]([O:7][CH3:8])=[O:6]. (4) Given the reactants NC1([CH2:8][OH:9])CCCCC1.[CH:10]1([NH2:16])[CH2:15][CH2:14][CH2:13][CH2:12][CH2:11]1.[O:17]1[CH2:21][CH2:20][NH:19][CH2:18]1.[C:22](OCC)(=[O:24])C, predict the reaction product. The product is: [NH2:16][C:10]1([CH2:18][NH:19][C:20]([CH2:8][OH:9])([CH2:22][OH:24])[CH2:21][OH:17])[CH2:15][CH2:14][CH2:13][CH2:12][CH2:11]1. (5) Given the reactants [O:1]1[C:6]2[CH:7]=[CH:8][C:9]([N:11]3[CH2:15][CH:14]([CH2:16][CH2:17][CH2:18][CH2:19][CH:20]([OH:33])[C:21]4[C:30]5[C:25](=[CH:26][CH:27]=[C:28]([O:31][CH3:32])[N:29]=5)[N:24]=[CH:23][CH:22]=4)[O:13][C:12]3=[O:34])=[CH:10][C:5]=2[O:4][CH2:3][CH2:2]1, predict the reaction product. The product is: [O:1]1[C:6]2[CH:7]=[CH:8][C:9]([N:11]3[CH2:15][CH:14]([CH2:16][CH2:17][CH2:18][CH2:19][C:20]([C:21]4[C:30]5[C:25](=[CH:26][CH:27]=[C:28]([O:31][CH3:32])[N:29]=5)[N:24]=[CH:23][CH:22]=4)=[O:33])[O:13][C:12]3=[O:34])=[CH:10][C:5]=2[O:4][CH2:3][CH2:2]1. (6) Given the reactants [C:1]([O:5][C:6]([N:8]1[CH2:13][CH2:12][CH:11]([O:14][C:15]2[C:20]([C:21]3[CH:22]=[N:23][C:24]([NH:36][C:37](=[O:41])[NH:38][CH2:39][CH3:40])=[CH:25][C:26]=3[C:27]3[S:28][CH:29]=[C:30]([C:32]([F:35])([F:34])[F:33])[N:31]=3)=[CH:19][C:18]([C:42](OC)=[O:43])=[CH:17][N:16]=2)[CH2:10][CH2:9]1)=[O:7])([CH3:4])([CH3:3])[CH3:2].O.[NH2:47][NH2:48], predict the reaction product. The product is: [CH2:39]([NH:38][C:37]([NH:36][C:24]1[N:23]=[CH:22][C:21]([C:20]2[C:15]([O:14][CH:11]3[CH2:12][CH2:13][N:8]([C:6]([O:5][C:1]([CH3:4])([CH3:2])[CH3:3])=[O:7])[CH2:9][CH2:10]3)=[N:16][CH:17]=[C:18]([C:42]([NH:47][NH2:48])=[O:43])[CH:19]=2)=[C:26]([C:27]2[S:28][CH:29]=[C:30]([C:32]([F:35])([F:33])[F:34])[N:31]=2)[CH:25]=1)=[O:41])[CH3:40].